From a dataset of Catalyst prediction with 721,799 reactions and 888 catalyst types from USPTO. Predict which catalyst facilitates the given reaction. Reactant: [N+:1]([C:4]1[CH:5]=[C:6]([C:11]([F:14])([F:13])[F:12])[C:7](O)=[N:8][CH:9]=1)([O-:3])=[O:2].O=S(Cl)[Cl:17]. Product: [Cl:17][C:7]1[C:6]([C:11]([F:14])([F:13])[F:12])=[CH:5][C:4]([N+:1]([O-:3])=[O:2])=[CH:9][N:8]=1. The catalyst class is: 3.